From a dataset of Catalyst prediction with 721,799 reactions and 888 catalyst types from USPTO. Predict which catalyst facilitates the given reaction. (1) Reactant: Br[C:2]1[C:7]([N:8]([CH2:23][O:24][CH3:25])[S:9]([C:12]2[CH:17]=[CH:16][C:15]([Cl:18])=[C:14]([C:19]([F:22])([F:21])[F:20])[CH:13]=2)(=[O:11])=[O:10])=[CH:6][C:5]([Cl:26])=[CH:4][N:3]=1.C([Mg]Cl)(C)C.CON(C)[C:35](=[O:44])[C:36]1[CH:41]=[CH:40][CH:39]=[CH:38][C:37]=1[S:42][CH3:43]. Product: [Cl:18][C:15]1[CH:16]=[CH:17][C:12]([S:9]([N:8]([C:7]2[C:2]([C:35](=[O:44])[C:36]3[CH:41]=[CH:40][CH:39]=[CH:38][C:37]=3[S:42][CH3:43])=[N:3][CH:4]=[C:5]([Cl:26])[CH:6]=2)[CH2:23][O:24][CH3:25])(=[O:11])=[O:10])=[CH:13][C:14]=1[C:19]([F:22])([F:21])[F:20]. The catalyst class is: 1. (2) Reactant: Br[C:2]1[N:3]([C:7]2[N:16]=[CH:15][C:14]3[N:13]4[CH:17]=[N:18][N:19]=[C:12]4[C@@H:11]([CH2:20][CH3:21])[N:10]([CH:22]4[CH2:26][CH2:25][CH2:24][CH2:23]4)[C:9]=3[N:8]=2)[CH:4]=[CH:5][N:6]=1.[CH3:27][S:28]([C:31]1[CH:36]=[CH:35][C:34](B(O)O)=[CH:33][CH:32]=1)(=[O:30])=[O:29].[OH-].[Na+]. Product: [CH:22]1([N:10]2[C:9]3[N:8]=[C:7]([N:3]4[CH:4]=[CH:5][N:6]=[C:2]4[C:34]4[CH:35]=[CH:36][C:31]([S:28]([CH3:27])(=[O:30])=[O:29])=[CH:32][CH:33]=4)[N:16]=[CH:15][C:14]=3[N:13]3[CH:17]=[N:18][N:19]=[C:12]3[C@H:11]2[CH2:20][CH3:21])[CH2:26][CH2:25][CH2:24][CH2:23]1. The catalyst class is: 108. (3) Reactant: [C:1]([NH:4][C:5]1[CH:12]=[CH:11][C:8]([CH:9]=[O:10])=[CH:7][CH:6]=1)(=[O:3])[CH3:2].[BH4-].[Na+]. Product: [C:1]([NH:4][C:5]1[CH:12]=[CH:11][C:8]([CH2:9][OH:10])=[CH:7][CH:6]=1)(=[O:3])[CH3:2]. The catalyst class is: 191. (4) Reactant: [Cl:1][C:2]1[N:3]=[C:4]([N:12]2[CH2:17][CH2:16][O:15][CH2:14][CH2:13]2)[C:5]2[S:10][C:9](I)=[CH:8][C:6]=2[N:7]=1.[O:18]1[CH2:22][CH2:21][NH:20]C1=O.[O-]P([O-])([O-])=O.[K+].[K+].[K+]. Product: [Cl:1][C:2]1[N:3]=[C:4]([N:12]2[CH2:17][CH2:16][O:15][CH2:14][CH2:13]2)[C:5]2[S:10][C:9]([NH:20][CH2:21][CH2:22][OH:18])=[CH:8][C:6]=2[N:7]=1. The catalyst class is: 830. (5) Reactant: [NH2:1][C:2]1[C:7]([N+:8]([O-:10])=[O:9])=[CH:6][CH:5]=[CH:4][C:3]=1[OH:11].[Cl:12]N1C(=O)CCC1=O. Product: [NH2:1][C:2]1[C:7]([N+:8]([O-:10])=[O:9])=[CH:6][C:5]([Cl:12])=[CH:4][C:3]=1[OH:11]. The catalyst class is: 10. (6) Reactant: [F:1][C:2]1[CH:3]=[C:4]([N:8]2[C:16]3[C:11](=[CH:12][CH:13]=[CH:14][CH:15]=3)[CH:10]=[C:9]2[C:17](N(OC)C)=[O:18])[CH:5]=[CH:6][CH:7]=1.[CH3:23][Mg]Br.CCOCC. Product: [F:1][C:2]1[CH:3]=[C:4]([N:8]2[C:16]3[C:11](=[CH:12][CH:13]=[CH:14][CH:15]=3)[CH:10]=[C:9]2[C:17](=[O:18])[CH3:23])[CH:5]=[CH:6][CH:7]=1. The catalyst class is: 7. (7) Reactant: Br[C:2]1[CH:3]=[C:4]([CH:37]=[CH:38][CH:39]=1)[CH2:5][N:6]1[C:10]2[CH:11]=[CH:12][C:13]([O:15][CH2:16][C:17]3[CH:26]=[CH:25][C:24]4[C:19](=[CH:20][CH:21]=[CH:22][CH:23]=4)[N:18]=3)=[CH:14][C:9]=2[N:8]=[C:7]1[CH2:27][C:28]1([C:33]([O:35][CH3:36])=[O:34])[CH2:32][CH2:31][CH2:30][CH2:29]1.C(Cl)Cl.CC1(C)C(C)(C)OB([C:51]2[CH:56]=[CH:55][C:54]([NH:57][S:58]([CH3:61])(=[O:60])=[O:59])=[CH:53][CH:52]=2)O1.C([O-])([O-])=O.[Na+].[Na+]. Product: [CH3:61][S:58]([NH:57][C:54]1[CH:53]=[CH:52][C:51]([C:2]2[CH:39]=[CH:38][CH:37]=[C:4]([CH2:5][N:6]3[C:10]4[CH:11]=[CH:12][C:13]([O:15][CH2:16][C:17]5[CH:26]=[CH:25][C:24]6[C:19](=[CH:20][CH:21]=[CH:22][CH:23]=6)[N:18]=5)=[CH:14][C:9]=4[N:8]=[C:7]3[CH2:27][C:28]3([C:33]([O:35][CH3:36])=[O:34])[CH2:29][CH2:30][CH2:31][CH2:32]3)[CH:3]=2)=[CH:56][CH:55]=1)(=[O:60])=[O:59]. The catalyst class is: 294. (8) Reactant: [CH3:1][O:2][C:3](=[O:24])[C:4]([NH:20][C:21](=[O:23])[CH3:22])=[CH:5][C:6]1[CH:11]=[CH:10][CH:9]=[C:8]([O:12]CC2C=CC=CC=2)[CH:7]=1.O.[H][H]. The catalyst class is: 381. Product: [CH3:1][O:2][C:3](=[O:24])[CH:4]([NH:20][C:21](=[O:23])[CH3:22])[CH2:5][C:6]1[CH:11]=[CH:10][CH:9]=[C:8]([OH:12])[CH:7]=1.